Dataset: Forward reaction prediction with 1.9M reactions from USPTO patents (1976-2016). Task: Predict the product of the given reaction. (1) Given the reactants [CH3:1][O:2][C:3]1[CH:8]=[CH:7][C:6]([C:9]2[CH:10]=C(C#N)[C:12](=[O:23])[NH:13][C:14]=2[C:15]2[CH:20]=[CH:19][C:18]([O:21][CH3:22])=[CH:17][CH:16]=2)=[CH:5][CH:4]=1.[OH-:26].[K+].Cl.[CH2:29]([OH:32])[CH2:30]O, predict the reaction product. The product is: [CH3:1][O:2][C:3]1[CH:8]=[CH:7][C:6]([C:9]2[CH:10]=[C:30]([C:29]([OH:32])=[O:26])[C:12](=[O:23])[NH:13][C:14]=2[C:15]2[CH:20]=[CH:19][C:18]([O:21][CH3:22])=[CH:17][CH:16]=2)=[CH:5][CH:4]=1. (2) Given the reactants [F:1][C@@H:2]1[C@@H:6]([CH2:7][OH:8])[O:5][C@@H:4]([N:9]2[CH:14]=[CH:13][C:12](=[O:15])[NH:11][C:10]2=[O:16])[C@@:3]1([OH:18])[CH3:17].C([Mg]Cl)(C)(C)C.[C:25]1([O:35][P:36]([NH:48][C@@H:49]([CH3:58])[C:50]([O:52][CH2:53][C:54]([CH3:57])([CH3:56])[CH3:55])=[O:51])(OC2C=CC([N+]([O-])=O)=CC=2)=[O:37])[C:34]2[C:29](=[CH:30][CH:31]=[CH:32][CH:33]=2)[CH:28]=[CH:27][CH:26]=1, predict the reaction product. The product is: [O:16]=[C:10]1[NH:11][C:12](=[O:15])[CH:13]=[CH:14][N:9]1[C@@H:4]1[O:5][C@H:6]([CH2:7][O:8][C:26]2[CH:27]=[CH:28][C:29]3[C:34](=[CH:33][CH:32]=[CH:31][CH:30]=3)[C:25]=2[O:35][P:36](=[N:48][C@@H:49]([CH3:58])[C:50]([O:52][CH2:53][C:54]([CH3:57])([CH3:56])[CH3:55])=[O:51])=[O:37])[C@@H:2]([F:1])[C@:3]1([OH:18])[CH3:17]. (3) Given the reactants [C:1]([C:5]1[S:9][C:8]([C:10]([NH:12][C@@H:13]([CH2:27][C:28]2[CH:33]=[CH:32][C:31]([C:34]3[N:39]=[CH:38][C:37]([C:40]4[CH:45]=[CH:44][C:43]([O:46][CH2:47][CH2:48][CH2:49][CH:50]([CH3:52])[CH3:51])=[CH:42][CH:41]=4)=[CH:36][N:35]=3)=[CH:30][CH:29]=2)[C:14]([N:16]2[CH2:19][CH:18]([C:20]([O:22]C(C)(C)C)=[O:21])[CH2:17]2)=[O:15])=[O:11])=[CH:7][CH:6]=1)([CH3:4])([CH3:3])[CH3:2].C(O)(C(F)(F)F)=O, predict the reaction product. The product is: [C:1]([C:5]1[S:9][C:8]([C:10]([NH:12][C@@H:13]([CH2:27][C:28]2[CH:33]=[CH:32][C:31]([C:34]3[N:39]=[CH:38][C:37]([C:40]4[CH:45]=[CH:44][C:43]([O:46][CH2:47][CH2:48][CH2:49][CH:50]([CH3:52])[CH3:51])=[CH:42][CH:41]=4)=[CH:36][N:35]=3)=[CH:30][CH:29]=2)[C:14]([N:16]2[CH2:19][CH:18]([C:20]([OH:22])=[O:21])[CH2:17]2)=[O:15])=[O:11])=[CH:7][CH:6]=1)([CH3:4])([CH3:3])[CH3:2].